Task: Predict the reactants needed to synthesize the given product.. Dataset: Full USPTO retrosynthesis dataset with 1.9M reactions from patents (1976-2016) (1) Given the product [Br:1][C:2]1[CH:7]=[CH:6][C:5]([S:8]([NH:34][C@H:35]2[CH2:40][CH2:39][C@H:38]([OH:41])[CH2:37][CH2:36]2)(=[O:10])=[O:9])=[C:4]([O:12][CH3:13])[CH:3]=1, predict the reactants needed to synthesize it. The reactants are: [Br:1][C:2]1[CH:7]=[CH:6][C:5]([S:8](Cl)(=[O:10])=[O:9])=[C:4]([O:12][CH3:13])[CH:3]=1.BrC1C=C(OC)C=CC=1S(Cl)(=O)=O.CCN(CC)CC.[NH2:34][C@H:35]1[CH2:40][CH2:39][C@H:38]([OH:41])[CH2:37][CH2:36]1. (2) The reactants are: [CH3:1][NH2:2].[Cl:3][C:4]1[CH:12]=[C:11](F)[C:10]([N+:14]([O-:16])=[O:15])=[CH:9][C:5]=1[C:6]([OH:8])=[O:7].Cl. Given the product [Cl:3][C:4]1[CH:12]=[C:11]([NH:2][CH3:1])[C:10]([N+:14]([O-:16])=[O:15])=[CH:9][C:5]=1[C:6]([OH:8])=[O:7], predict the reactants needed to synthesize it.